From a dataset of Reaction yield outcomes from USPTO patents with 853,638 reactions. Predict the reaction yield, written as a fraction of the theoretical maximum amount of product (1.0 means a 100% yield; for example, 0.34 means a 34% yield). (1) The reactants are [NH2:1][C:2]1[CH:10]=[CH:9][C:5]([C:6]([OH:8])=[O:7])=[CH:4][C:3]=1[N+:11]([O-:13])=[O:12].O=S(Cl)Cl.[CH3:18]O. No catalyst specified. The product is [NH2:1][C:2]1[CH:10]=[CH:9][C:5]([C:6]([O:8][CH3:18])=[O:7])=[CH:4][C:3]=1[N+:11]([O-:13])=[O:12]. The yield is 1.00. (2) The reactants are [F:1][C:2]1[C:10]2[CH:9]([CH2:11][C:12]([O:14]CC)=[O:13])[O:8][B:7]([OH:17])[C:6]=2[CH:5]=[C:4]([O:18][CH:19]([CH3:21])[CH3:20])[CH:3]=1.[OH-].[Li+].Cl. The catalyst is C1COCC1.O. The product is [F:1][C:2]1[C:10]2[CH:9]([CH2:11][C:12]([OH:14])=[O:13])[O:8][B:7]([OH:17])[C:6]=2[CH:5]=[C:4]([O:18][CH:19]([CH3:21])[CH3:20])[CH:3]=1. The yield is 0.180. (3) The reactants are [NH2:1][CH:2]([CH3:13])[C:3]([N:5]1[CH2:10][CH2:9][S:8](=[O:12])(=[O:11])[CH2:7][CH2:6]1)=O. The catalyst is C1COCC1. The product is [O:12]=[S:8]1(=[O:11])[CH2:9][CH2:10][N:5]([CH2:3][C@@H:2]([NH2:1])[CH3:13])[CH2:6][CH2:7]1. The yield is 0.900. (4) The reactants are [CH2:1]([O:3][C:4](=[O:13])[C:5]([N:10](C)[CH3:11])=[CH:6][N:7]=[C:8]=O)[CH3:2].CN. The catalyst is CCO. The product is [CH3:8][N:7]1[CH:6]=[C:5]([C:4]([O:3][CH2:1][CH3:2])=[O:13])[N:10]=[CH:11]1. The yield is 0.940.